From a dataset of Forward reaction prediction with 1.9M reactions from USPTO patents (1976-2016). Predict the product of the given reaction. (1) Given the reactants [CH2:1]([O:3][C:4](=[O:13])[C:5]1[CH:10]=[CH:9][C:8](F)=[C:7]([F:12])[CH:6]=1)[CH3:2].[NH:14]1[CH2:19][CH2:18][NH:17][CH2:16][CH2:15]1, predict the reaction product. The product is: [CH2:1]([O:3][C:4](=[O:13])[C:5]1[CH:10]=[CH:9][C:8]([N:14]2[CH2:19][CH2:18][NH:17][CH2:16][CH2:15]2)=[C:7]([F:12])[CH:6]=1)[CH3:2]. (2) Given the reactants [OH-].[Na+].[CH3:3]I.[OH:5][C:6]1[CH:11]=[CH:10][C:9]([N+:12]([O-:14])=[O:13])=[CH:8][N:7]=1, predict the reaction product. The product is: [CH3:3][N:7]1[CH:8]=[C:9]([N+:12]([O-:14])=[O:13])[CH:10]=[CH:11][C:6]1=[O:5].